Dataset: Forward reaction prediction with 1.9M reactions from USPTO patents (1976-2016). Task: Predict the product of the given reaction. (1) Given the reactants [CH3:1][C:2](C)([O-:4])[CH3:3].[K+].C(N=[C:15]([OH:25])[CH2:16][NH:17][C:18]1[CH:23]=[CH:22][C:21](O)=[CH:20][CH:19]=1)C1C=CC=CC=1.C(Br)C=C.ClCC1C2C(=CC=CC=2)N=C(C)C=1.Cl.CS(O)(=O)=[O:46], predict the reaction product. The product is: [CH2:22]([C:23]1[CH:3]=[C:2]([OH:4])[CH:1]=[CH:19][C:18]=1[NH:17][CH2:16][C:15]([OH:25])=[O:46])[CH:21]=[CH2:20]. (2) Given the reactants [CH3:1][CH:2]1[O:7][C:6]2[N:8]=[C:9]([C:18]3[CH:23]=[CH:22][C:21]([C:24]4([NH:28][C:29](=[O:35])[O:30][C:31]([CH3:34])([CH3:33])[CH3:32])[CH2:27][CH2:26][CH2:25]4)=[CH:20][CH:19]=3)[C:10]([C:12]3[CH:17]=[CH:16][CH:15]=[CH:14][CH:13]=3)=[CH:11][C:5]=2[NH:4][C:3]1=[O:36].[C:37](=O)([O-])[O-].[K+].[K+].IC, predict the reaction product. The product is: [C:31]([O:30][C:29](=[O:35])[NH:28][C:24]1([C:21]2[CH:22]=[CH:23][C:18]([C:9]3[C:10]([C:12]4[CH:13]=[CH:14][CH:15]=[CH:16][CH:17]=4)=[CH:11][C:5]4[N:4]([CH3:37])[C:3](=[O:36])[CH:2]([CH3:1])[O:7][C:6]=4[N:8]=3)=[CH:19][CH:20]=2)[CH2:25][CH2:26][CH2:27]1)([CH3:32])([CH3:34])[CH3:33]. (3) Given the reactants [Cl:1][C:2]1[CH:3]=[N:4][C:5]2[C:10]([C:11]=1O)=[N:9][C:8]([O:13]C)=[CH:7][CH:6]=2.O.[OH-].[Na+].P(Cl)(Cl)([Cl:20])=O, predict the reaction product. The product is: [Cl:1][C:2]1[CH:3]=[N:4][C:5]2[C:10]([C:11]=1[Cl:20])=[N:9][C:8]([OH:13])=[CH:7][CH:6]=2. (4) Given the reactants N[C:2]1[S:3][C:4]([C:13]([O:15][CH2:16][CH3:17])=[O:14])=[C:5]([C:7]2[N:12]=[CH:11][CH:10]=[CH:9][N:8]=2)[N:6]=1.[ClH:18].N([O-])=O.[Na+].NC(N)=O, predict the reaction product. The product is: [Cl:18][C:2]1[S:3][C:4]([C:13]([O:15][CH2:16][CH3:17])=[O:14])=[C:5]([C:7]2[N:12]=[CH:11][CH:10]=[CH:9][N:8]=2)[N:6]=1. (5) The product is: [F:4][C:3]([F:6])([F:5])[C:1]([OH:7])=[O:2].[F:29][C:9]([F:8])([F:28])[C:10]1[N:15]=[CH:14][C:13]([C:16]2[S:20][C:19]([C:21]([OH:23])=[O:22])=[N:18][CH:17]=2)=[CH:12][N:11]=1. Given the reactants [C:1]([OH:7])([C:3]([F:6])([F:5])[F:4])=[O:2].[F:8][C:9]([F:29])([F:28])[C:10]1[N:15]=[CH:14][C:13]([C:16]2[S:20][C:19]([C:21]([O:23]C(C)(C)C)=[O:22])=[N:18][CH:17]=2)=[CH:12][N:11]=1, predict the reaction product. (6) The product is: [CH2:1]([O:8][C:9]1[CH:10]=[C:11]([O:18][C@@H:20]([C@H:22]2[CH2:26][N:25]([C@@H:27]([C:29]3[CH:30]=[CH:31][C:32]([O:35][CH3:36])=[CH:33][CH:34]=3)[CH3:28])[C:24](=[O:37])[CH2:23]2)[CH3:21])[C:12]2[S:16][CH:15]=[N:14][C:13]=2[CH:17]=1)[C:2]1[CH:7]=[CH:6][CH:5]=[CH:4][CH:3]=1. Given the reactants [CH2:1]([O:8][C:9]1[CH:10]=[C:11]([OH:18])[C:12]2[S:16][CH:15]=[N:14][C:13]=2[CH:17]=1)[C:2]1[CH:7]=[CH:6][CH:5]=[CH:4][CH:3]=1.O[C@H:20]([C@H:22]1[CH2:26][N:25]([C@@H:27]([C:29]2[CH:34]=[CH:33][C:32]([O:35][CH3:36])=[CH:31][CH:30]=2)[CH3:28])[C:24](=[O:37])[CH2:23]1)[CH3:21].C1C=CC(P(C2C=CC=CC=2)C2C=CC=CC=2)=CC=1.CCOC(/N=N/C(OCC)=O)=O, predict the reaction product.